From a dataset of Catalyst prediction with 721,799 reactions and 888 catalyst types from USPTO. Predict which catalyst facilitates the given reaction. Reactant: [C:1]([O:5][C:6](=[O:17])[NH:7][C@@H:8]1[CH2:13][CH2:12][C:11](=[O:14])[C:10]([CH3:16])([CH3:15])[CH2:9]1)([CH3:4])([CH3:3])[CH3:2].[CH3:18][Mg]Br. Product: [C:1]([O:5][C:6](=[O:17])[NH:7][C@@H:8]1[CH2:13][CH2:12][C:11]([OH:14])([CH3:18])[C:10]([CH3:16])([CH3:15])[CH2:9]1)([CH3:4])([CH3:2])[CH3:3]. The catalyst class is: 27.